Predict the product of the given reaction. From a dataset of Forward reaction prediction with 1.9M reactions from USPTO patents (1976-2016). The product is: [CH2:28]([C:30]1[S:31][CH:32]=[C:33](/[CH:35]=[CH:36]/[C:37]2[C:38]([O:48][CH2:2][C:3]3[CH:25]=[CH:24][C:6]([O:7][CH2:8][C:9]4[N:10]=[C:11]([C:15]5[CH:20]=[CH:19][CH:18]=[C:17]([N+:21]([O-:23])=[O:22])[CH:16]=5)[O:12][C:13]=4[CH3:14])=[C:5]([O:26][CH3:27])[CH:4]=3)=[N:39][N:40]([C:42]3[CH:47]=[CH:46][CH:45]=[CH:44][CH:43]=3)[CH:41]=2)[N:34]=1)[CH3:29]. Given the reactants Cl[CH2:2][C:3]1[CH:25]=[CH:24][C:6]([O:7][CH2:8][C:9]2[N:10]=[C:11]([C:15]3[CH:20]=[CH:19][CH:18]=[C:17]([N+:21]([O-:23])=[O:22])[CH:16]=3)[O:12][C:13]=2[CH3:14])=[C:5]([O:26][CH3:27])[CH:4]=1.[CH2:28]([C:30]1[S:31][CH:32]=[C:33](/[CH:35]=[CH:36]/[C:37]2[C:38]([OH:48])=[N:39][N:40]([C:42]3[CH:47]=[CH:46][CH:45]=[CH:44][CH:43]=3)[CH:41]=2)[N:34]=1)[CH3:29].C(=O)([O-])[O-].[K+].[K+].CN(C)C=O, predict the reaction product.